From a dataset of Forward reaction prediction with 1.9M reactions from USPTO patents (1976-2016). Predict the product of the given reaction. Given the reactants OC1C(=O)NN=C(CCC2C=CC=CC=2)C=1.C(OC1N=NC(C(C2C=CC=CC=2)=C)=CC=1OCC1C=CC=CC=1)C1C=CC=CC=1.C([O:54][C:55]1[N:56]=[N:57][C:58]([C:69]([C:71]2[CH:76]=[CH:75][C:74]([F:77])=[CH:73][CH:72]=2)=[CH2:70])=[CH:59][C:60]=1[O:61]CC1C=CC=CC=1)C1C=CC=CC=1.C(OCC)(=O)C, predict the reaction product. The product is: [F:77][C:74]1[CH:75]=[CH:76][C:71]([CH:69]([C:58]2[CH:59]=[C:60]([OH:61])[C:55](=[O:54])[NH:56][N:57]=2)[CH3:70])=[CH:72][CH:73]=1.